Dataset: Reaction yield outcomes from USPTO patents with 853,638 reactions. Task: Predict the reaction yield, written as a fraction of the theoretical maximum amount of product (1.0 means a 100% yield; for example, 0.34 means a 34% yield). The reactants are [CH3:1][O:2][C:3]1[CH:13]=[CH:12][C:6]([CH:7]=[CH:8][C:9](O)=[O:10])=[CH:5][CH:4]=1.N1C=CC=CC=1.O=S(Cl)[Cl:22]. The catalyst is C1(C)C=CC=CC=1. The product is [CH3:1][O:2][C:3]1[CH:13]=[CH:12][C:6]([CH:7]=[CH:8][C:9]([Cl:22])=[O:10])=[CH:5][CH:4]=1. The yield is 0.940.